This data is from Experimentally validated miRNA-target interactions with 360,000+ pairs, plus equal number of negative samples. The task is: Binary Classification. Given a miRNA mature sequence and a target amino acid sequence, predict their likelihood of interaction. (1) The miRNA is hsa-miR-542-5p with sequence UCGGGGAUCAUCAUGUCACGAGA. The protein sequence of the target gene is MDVPARVSRRAAAAAARMLLRTARVPRECWFLPTALLCAYGFFANLRPSEPFLTPYLLGPDKNLTERQVYNEIYPVWTYSYLLLLFPVFLATDYLRYKPVILLQGLSLIVTWFMLLYAQGLLAIQFLEFFYGIATATEIAYYSYIYTVVDLGMYQKVTSYCRSATLVGFTVGSVLGQILVSVVGWSLFSLNVISLTCVSVAFAVAWFLPMPQKSLFFHHIPSSCHGVNGLKVQNGGIVTDTPAANHLPGWEDIESKIPLNLDEPPVEEPEEPKPDRLRVFRVLWNDFLMCYSSRPLLCWS.... Result: 0 (no interaction). (2) The miRNA is mmu-miR-804 with sequence UGUGAGUUGUUCCUCACCUGGA. The protein sequence of the target gene is MAAEAPSGGEAPVCDSGRSDAICNFVICNDSPLRGQPIIFNPDFFVEKLRHEKPEVFTELVVSNITRLIDLPGTELAQLMGEVDLKLPGGAGPAAGFFRSLMSLKRKEKGVVFGSPLTEEGIAQIYQLIEYLHKNLRVEGLFRVPGNSVRQQLLRDALNNGTDIDLDSGEFHSNDVATLLKMFLGELPEPLLTHKHFHVHLKIADLMQFDDKGNKTNIPDKERQIEALQLLFLILPPANRNLLKLLLDLLYQTAKKQDKNKMSAHNLALMFAPHVLWPKNVTANDLQENIIKLNTGMAFM.... Result: 1 (interaction). (3) The miRNA is hsa-miR-5590-3p with sequence AAUAAAGUUCAUGUAUGGCAA. The protein sequence of the target gene is MGESAAATASLFQRRRRGRGGRVTFPGGLKGSARFLSFGPPFPAPPAPPFPAAPGPWLRRPLFSLKLSDTEDVFPRRAGPLEVPADSRVFVQAALARPSPRWGLALHRCSVTPSSRPAPGPALALLREGCPADTSVAFPPPPPPSPGAARPARFSFRLRPVFNASVQFLHCQLSRCRRLRGVRRAPAPLTPPPPPPPSRCLPQDEACADTGSGSAEGLAADGPHLHTLTQPIVVTVPRPPPRPPKSVPGRAVRPEPPAPAPAALEPAPVVALVLAAFVLGAALAAGLGLVCAHSAPHAPG.... Result: 0 (no interaction). (4) The miRNA is hsa-miR-6827-3p with sequence ACCGUCUCUUCUGUUCCCCAG. The protein sequence of the target gene is MKLKQRVVLLAILLVIFIFTKVFLIDNLDTSAANREDQRAFHRMMTGLRVELAPKLDHTLQSPWEIAAQWVVPREVYPEETPELGAVMHAMATKKIIKADVGYKGTQLKALLILEGGQKVVFKPKRYSRDHVVEGEPYAGYDRHNAEVAAFHLDRILGFHRAPLVVGRFVNLRTEIKPVATEQLLSTFLTVGNNTCFYGKCYYCRETEPACADGDIMEGSVTLWLPDVWPLQKHRHPWGRTYREGKLARWEYDESYCDAVKKTSPYDSGPRLLDIIDTAVFDYLIGNADRHHYESFQDDE.... Result: 0 (no interaction). (5) The miRNA is hsa-miR-3976 with sequence UAUAGAGAGCAGGAAGAUUAAUGU. The protein sequence of the target gene is MMMCAATASPAAASSGPGGDGFFAAATISSSPAPGALFMPVPDGSVAAAGLGLGLPTTDSRGHYQLLLSGRALADRYRRIYTTALSDRDQAGSSTGHPASRNKKILNKKKLKRKQKSKSKVKTRSKSENVENTVIIPDIKLHSNPSAFNIYCNVRHCVLEWQKKETSLAAASKNSVQSGESDSDEEEESREPPIKLPKIIEVGLCEVFELIKETRFSHPSLCLRSLQALLNVLQGQQPEGLQSEPPEVLESLFQLLLEITVRSTGMNDSTGQSLTALSCACLFSLVASWGETGRTLQAIS.... Result: 0 (no interaction). (6) The miRNA is hsa-miR-6789-3p with sequence CGGCGCCCGUGUCUCCUCCAG. The protein sequence of the target gene is MFDGYDSCSEDTSSSSSSEESEEEVAPLPSNLPIIKNNGQVYTYPDGKSGMATCEMCGMVGVRDAFYSKTKRFCSVSCSRSYSSNSKKASILARLQGKPPTKKAKVLQKQPLVAKLAAYAQYQATLQNQAKTKAGNSAISVEGFSWGNYINSNSFIAAPVACFKHAPMGTCWGDISENVRIEVPNTDCSLPTKVFWIAGIIKLAGYNALLRYEGFENDSSLDFWCNICGSDIHPVGWCAASGKPLVPPRTVQHKYTNWKAFLVKRLTGAKTLPPDFSQKVSESMQYPFKPCMRVEVVDKR.... Result: 0 (no interaction). (7) The miRNA is mmu-miR-5132-5p with sequence GCGUGGGGUGGUGGACUCAGG. The protein sequence of the target gene is MWTPGGPPGSAGWDRRRLGARLRAAFAGLQELQGLRATQQERVRGALALQPPPAPAAPCGPHGLHGPEQQLEAALAALQEQLSRLRQQDIGLKTHLDQLDLQISKLQLDVGTASGEALDSDSRPSSGFYEMSDGGSCSLSTSCASVCSDHISPSLGSLLPVAQAHKARPSMGDWRPRSVDETTVPAWRPQATEEGARPPGSVEDAGQPWGTFWPRPVSTGDLDRALPADTGLQKASADAELLGLLCQGVDIPLHVPDPKYRQDLVSQGGREVYPYPSPLHAVALQSPLFVLTKETPQRGG.... Result: 0 (no interaction). (8) The miRNA is hsa-miR-323b-5p with sequence AGGUUGUCCGUGGUGAGUUCGCA. The protein sequence of the target gene is MFTELRSKLSPPRARAGAVRPGFGERPDVDASAHFSFCQTLLEHTVSAENIPCHLPRTPGTSLTWHDSRSQRASSSRPIKLLQQPGSEIPQARLYSDHYGLYHTSPSLGGLTRPVVLWSQQDVCKWLKKHCPHNYLVYVEAFSQHAITGRALLRLNADKLQRMGLTQEAQRQEVLQQVLHLQVREEGRSLKLLSQASFGNMS. Result: 0 (no interaction). (9) The miRNA is rno-miR-92a-3p with sequence UAUUGCACUUGUCCCGGCCUG. The protein sequence of the target gene is MACAPGALGHRALWAVAWGLLLLVPVLAGAQRGRKKVVHVLEGESGSVVVQTAPGQVVSHRGGTIVLPCRYHYEAAAHGHDGVRLKWTKVVDPLAFADVFVALGPQHRAFGPYRGRAELQNDGPGDASLVLRNVTLQDYGRYECEVTNELEDDVGMVKLDLEGVVFPYHPRGGRYKMTFVEAQRACAEQDGILASAEQLHAAWRDGLDWCNAGWLRDGSVQYPVSHAREPCGGTGSTGAGGGTNGGVRNYGYRHNAEERYDAFCFTSNLPGRVFFLKPLRPVALAGAVRACAARGATVAK.... Result: 0 (no interaction).